Dataset: Forward reaction prediction with 1.9M reactions from USPTO patents (1976-2016). Task: Predict the product of the given reaction. (1) Given the reactants [CH2:1]([OH:5])[C@@H:2]([OH:4])[CH3:3].[Si:6](Cl)([C:9]([CH3:12])([CH3:11])[CH3:10])([CH3:8])[CH3:7].N1C=CN=C1, predict the reaction product. The product is: [Si:6]([O:5][CH2:1][C@H:2]([OH:4])[CH3:3])([C:9]([CH3:12])([CH3:11])[CH3:10])([CH3:8])[CH3:7]. (2) Given the reactants [NH2:1][CH:2]1[NH:6][C@H:5]([C:7]([O:9][CH2:10][CH3:11])=[O:8])[CH2:4][CH2:3]1.[K+].C(O[C:16](=[O:21])[CH2:17][C:18]([O-:20])=O)C.CCN=C=NCCCN(C)C.Cl.C(N(C(C)C)CC)(C)C.[C:43]1([CH3:53])[CH:48]=[CH:47][C:46]([S:49](Cl)(=[O:51])=[O:50])=[CH:45][CH:44]=1, predict the reaction product. The product is: [CH3:53][C:43]1[CH:48]=[CH:47][C:46]([S:49]([O:20][C:18]2[N:1]=[C:2]3[CH2:3][CH2:4][C@@H:5]([C:7]([O:9][CH2:10][CH3:11])=[O:8])[N:6]3[C:16](=[O:21])[CH:17]=2)(=[O:51])=[O:50])=[CH:45][CH:44]=1. (3) Given the reactants C([Li])CCC.Br[C:7]1[CH:12]=[CH:11][C:10]([CH:13]([O:16]C)OC)=[CH:9][CH:8]=1.[C:18]1(=O)[CH2:22][CH2:21][CH2:20][CH2:19]1.FC(F)(F)C(O)=O, predict the reaction product. The product is: [C:18]1([C:7]2[CH:8]=[CH:9][C:10]([CH:13]=[O:16])=[CH:11][CH:12]=2)[CH2:22][CH2:21][CH2:20][CH:19]=1. (4) Given the reactants [O:1]=[C:2]1[C:8]2[CH:9]=[CH:10][CH:11]=[CH:12][C:7]=2[CH2:6][CH2:5][CH2:4][CH:3]1[CH2:13][C:14]([O:16]CC)=[O:15].[OH-].[K+], predict the reaction product. The product is: [O:1]=[C:2]1[C:8]2[CH:9]=[CH:10][CH:11]=[CH:12][C:7]=2[CH2:6][CH2:5][CH2:4][CH:3]1[CH2:13][C:14]([OH:16])=[O:15]. (5) Given the reactants Br[C:2]1[CH:3]=[N:4][C:5]([N:8]2[CH2:13][CH2:12][N:11]([C:14]3[C:23]4[C:18](=[CH:19][C:20]([O:26][CH3:27])=[C:21]([O:24][CH3:25])[CH:22]=4)[N:17]=[CH:16][N:15]=3)[CH2:10][CH2:9]2)=[N:6][CH:7]=1.[CH3:28][C:29]1([CH3:45])[C:33]([CH3:35])([CH3:34])[O:32][B:31]([B:31]2[O:32][C:33]([CH3:35])([CH3:34])[C:29]([CH3:45])([CH3:28])[O:30]2)[O:30]1.C([O-])(=O)C.[K+].ClCCl.N#N, predict the reaction product. The product is: [CH3:25][O:24][C:21]1[CH:22]=[C:23]2[C:18](=[CH:19][C:20]=1[O:26][CH3:27])[N:17]=[CH:16][N:15]=[C:14]2[N:11]1[CH2:12][CH2:13][N:8]([C:5]2[N:4]=[CH:3][C:2]([B:31]3[O:32][C:33]([CH3:35])([CH3:34])[C:29]([CH3:45])([CH3:28])[O:30]3)=[CH:7][N:6]=2)[CH2:9][CH2:10]1. (6) The product is: [Cl:15][C:16]1[S:20][C:19]([CH2:21][NH:6][C:5]2[CH:7]=[CH:8][C:9]([C:10]3[O:14][CH:13]=[N:12][CH:11]=3)=[C:3]([O:2][CH3:1])[CH:4]=2)=[CH:18][CH:17]=1. Given the reactants [CH3:1][O:2][C:3]1[CH:4]=[C:5]([CH:7]=[CH:8][C:9]=1[C:10]1[O:14][CH:13]=[N:12][CH:11]=1)[NH2:6].[Cl:15][C:16]1[S:20][C:19]([CH:21]=O)=[CH:18][CH:17]=1, predict the reaction product. (7) The product is: [Br:1][C:2]1[CH:8]=[C:7]([F:9])[CH:6]=[CH:5][C:3]=1[N:4]=[N:10][C:18]1([CH3:22])[C:17](=[O:23])[O:16][C:15]([CH3:14])([CH3:24])[O:20][C:19]1=[O:21]. Given the reactants [Br:1][C:2]1[CH:8]=[C:7]([F:9])[CH:6]=[CH:5][C:3]=1[NH2:4].[N:10]([O-])=O.[Na+].[CH3:14][C:15]1([CH3:24])[O:20][C:19](=[O:21])[CH:18]([CH3:22])[C:17](=[O:23])[O:16]1.C([O-])(=O)C.[Na+], predict the reaction product. (8) Given the reactants [CH3:1][CH:2]([C:11]([OH:13])=[O:12])[C:3]1[CH:8]=[CH:7][C:6]([CH2:9]Br)=[CH:5][CH:4]=1.[C-:14]#[N:15].[K+], predict the reaction product. The product is: [C:14]([CH2:9][C:6]1[CH:7]=[CH:8][C:3]([CH:2]([CH3:1])[C:11]([OH:13])=[O:12])=[CH:4][CH:5]=1)#[N:15]. (9) Given the reactants CC(C)(C)C([O:5][C:6]1[CH:11]=[CH:10][C:9]([C:12]([C:30]2[CH:35]=[CH:34][C:33]([O:36]C(=O)C(C)(C)C)=[CH:32][CH:31]=2)=[C:13]([C:18]2[CH:23]=[CH:22][C:21]([O:24][CH2:25][CH2:26][N:27]([CH3:29])[CH3:28])=[CH:20][CH:19]=2)[CH2:14][CH2:15][CH2:16][CH3:17])=[CH:8][CH:7]=1)=O.[OH-].[Na+].C(O)(=O)CC(CC(O)=O)(C(O)=O)O, predict the reaction product. The product is: [CH3:29][N:27]([CH3:28])[CH2:26][CH2:25][O:24][C:21]1[CH:20]=[CH:19][C:18]([C:13]([CH2:14][CH2:15][CH2:16][CH3:17])=[C:12]([C:9]2[CH:8]=[CH:7][C:6]([OH:5])=[CH:11][CH:10]=2)[C:30]2[CH:35]=[CH:34][C:33]([OH:36])=[CH:32][CH:31]=2)=[CH:23][CH:22]=1.